Dataset: NCI-60 drug combinations with 297,098 pairs across 59 cell lines. Task: Regression. Given two drug SMILES strings and cell line genomic features, predict the synergy score measuring deviation from expected non-interaction effect. (1) Drug 1: COC1=CC(=CC(=C1O)OC)C2C3C(COC3=O)C(C4=CC5=C(C=C24)OCO5)OC6C(C(C7C(O6)COC(O7)C8=CC=CS8)O)O. Drug 2: C1=NC2=C(N1)C(=S)N=C(N2)N. Cell line: RXF 393. Synergy scores: CSS=30.4, Synergy_ZIP=-11.9, Synergy_Bliss=-3.44, Synergy_Loewe=-1.33, Synergy_HSA=0.367. (2) Drug 2: CC1C(C(CC(O1)OC2CC(CC3=C2C(=C4C(=C3O)C(=O)C5=CC=CC=C5C4=O)O)(C(=O)C)O)N)O. Synergy scores: CSS=58.6, Synergy_ZIP=-6.46, Synergy_Bliss=-7.36, Synergy_Loewe=-6.50, Synergy_HSA=-4.34. Drug 1: CN(CCCl)CCCl.Cl. Cell line: DU-145. (3) Drug 1: CC1C(C(CC(O1)OC2CC(CC3=C2C(=C4C(=C3O)C(=O)C5=C(C4=O)C(=CC=C5)OC)O)(C(=O)CO)O)N)O.Cl. Drug 2: C1=C(C(=O)NC(=O)N1)N(CCCl)CCCl. Cell line: IGROV1. Synergy scores: CSS=8.72, Synergy_ZIP=-2.51, Synergy_Bliss=2.52, Synergy_Loewe=-0.270, Synergy_HSA=0.148. (4) Drug 1: CC12CCC3C(C1CCC2=O)CC(=C)C4=CC(=O)C=CC34C. Drug 2: CS(=O)(=O)OCCCCOS(=O)(=O)C. Cell line: UACC-257. Synergy scores: CSS=19.6, Synergy_ZIP=3.31, Synergy_Bliss=2.57, Synergy_Loewe=-13.4, Synergy_HSA=-1.34. (5) Drug 1: CNC(=O)C1=CC=CC=C1SC2=CC3=C(C=C2)C(=NN3)C=CC4=CC=CC=N4. Drug 2: CC1CCCC2(C(O2)CC(NC(=O)CC(C(C(=O)C(C1O)C)(C)C)O)C(=CC3=CSC(=N3)C)C)C. Cell line: MALME-3M. Synergy scores: CSS=10.1, Synergy_ZIP=-0.167, Synergy_Bliss=4.83, Synergy_Loewe=-0.614, Synergy_HSA=1.56.